Task: Predict the reaction yield, written as a fraction of the theoretical maximum amount of product (1.0 means a 100% yield; for example, 0.34 means a 34% yield).. Dataset: Reaction yield outcomes from USPTO patents with 853,638 reactions (1) The reactants are [Br:1][C:2]1[CH:10]=[C:6]([C:7]([OH:9])=O)[C:5]([OH:11])=[CH:4][CH:3]=1.[CH3:12][O:13][C:14]1[CH:20]=[CH:19][C:18]([O:21][CH3:22])=[CH:17][C:15]=1[NH2:16]. No catalyst specified. The product is [Br:1][C:2]1[CH:3]=[CH:4][C:5]([OH:11])=[C:6]([CH:10]=1)[C:7]([NH:16][C:15]1[CH:17]=[C:18]([O:21][CH3:22])[CH:19]=[CH:20][C:14]=1[O:13][CH3:12])=[O:9]. The yield is 0.397. (2) The reactants are [CH:1]1([NH:6][C:7]2[CH:12]=[CH:11][N:10]3[N:13]=[C:14]([C:28]4[CH:33]=[CH:32][C:31]([F:34])=[CH:30][CH:29]=4)[C:15]([C:16]4[CH:21]=[CH:20][N:19]=[C:18]([NH:22][CH:23]5[CH2:27][CH2:26][CH2:25][CH2:24]5)[N:17]=4)=[C:9]3[CH:8]=2)[CH2:5][CH2:4][CH2:3][CH2:2]1.C([Li])CCC.[CH:40]([S:43][S:43][CH:40]([CH3:42])[CH3:41])([CH3:42])[CH3:41]. No catalyst specified. The product is [CH:1]1([NH:6][C:7]2[CH:12]=[C:11]([S:43][CH:40]([CH3:42])[CH3:41])[N:10]3[N:13]=[C:14]([C:28]4[CH:29]=[CH:30][C:31]([F:34])=[CH:32][CH:33]=4)[C:15]([C:16]4[CH:21]=[CH:20][N:19]=[C:18]([NH:22][CH:23]5[CH2:24][CH2:25][CH2:26][CH2:27]5)[N:17]=4)=[C:9]3[CH:8]=2)[CH2:2][CH2:3][CH2:4][CH2:5]1. The yield is 0.720.